This data is from Forward reaction prediction with 1.9M reactions from USPTO patents (1976-2016). The task is: Predict the product of the given reaction. Given the reactants [CH3:1][N:2]1[CH:6]=[C:5]([C:7]2[S:8][CH:9]=[C:10]([C:12]([OH:14])=O)[N:11]=2)[CH:4]=[N:3]1.[NH2:15][C@H:16]([CH3:32])[CH2:17][N:18]1[CH:22]=[CH:21][C:20]([C:23]2[CH:30]=[CH:29][C:26]([C:27]#[N:28])=[C:25]([Cl:31])[CH:24]=2)=[N:19]1, predict the reaction product. The product is: [Cl:31][C:25]1[CH:24]=[C:23]([C:20]2[CH:21]=[CH:22][N:18]([CH2:17][C@H:16]([NH:15][C:12]([C:10]3[N:11]=[C:7]([C:5]4[CH:4]=[N:3][N:2]([CH3:1])[CH:6]=4)[S:8][CH:9]=3)=[O:14])[CH3:32])[N:19]=2)[CH:30]=[CH:29][C:26]=1[C:27]#[N:28].